From a dataset of Forward reaction prediction with 1.9M reactions from USPTO patents (1976-2016). Predict the product of the given reaction. (1) The product is: [Cl:36][C:37]1[CH:38]=[C:39]([C:44]2[O:48][C:47]([CH2:49][CH2:50][NH:51][C:10]([C:4]3[NH:3][N:2]=[C:6]([C:7]([OH:9])=[O:8])[CH:5]=3)=[O:12])=[CH:46][CH:45]=2)[CH:40]=[CH:41][C:42]=1[Cl:43]. Given the reactants O.[NH:2]1[C:6]([C:7]([OH:9])=[O:8])=[CH:5][C:4]([C:10]([OH:12])=O)=[N:3]1.Cl.CN(C)CCCN=C=NCC.C1C=CC2N(O)N=NC=2C=1.Cl.[Cl:36][C:37]1[CH:38]=[C:39]([C:44]2[O:48][C:47]([CH2:49][CH2:50][NH2:51])=[CH:46][CH:45]=2)[CH:40]=[CH:41][C:42]=1[Cl:43], predict the reaction product. (2) Given the reactants O.O.O.O.O.O.O.O.O.O.O.O.[O-]P([O-])([O-])=O.[Na+].[Na+].[Na+].Br[C:22]1[C:23]([Cl:30])=[C:24]([CH:27]=[CH:28][CH:29]=1)[C:25]#[N:26].[F:31][C:32]([F:51])([F:50])[C:33]1[CH:34]=[C:35](/[CH:39]=[CH:40]/B2OC(C)(C)C(C)(C)O2)[CH:36]=[CH:37][CH:38]=1.O, predict the reaction product. The product is: [Cl:30][C:23]1[C:22](/[CH:40]=[CH:39]/[C:35]2[CH:36]=[CH:37][CH:38]=[C:33]([C:32]([F:31])([F:50])[F:51])[CH:34]=2)=[CH:29][CH:28]=[CH:27][C:24]=1[C:25]#[N:26]. (3) Given the reactants ClC(Cl)([O:4][C:5](=O)[O:6]C(Cl)(Cl)Cl)Cl.[NH2:13][C:14]1[CH:21]=[CH:20][C:17]([CH2:18][NH2:19])=[CH:16][CH:15]=1.[C:22]([NH:26][C:27](=[O:29])[O-])([CH3:25])([CH3:24])C.C(N([CH:36]([CH3:38])[CH3:37])CC)(C)C.C(N[CH2:43][CH:44]([C:46]1[CH:51]=[CH:50][C:49]([Cl:52])=[C:48]([Cl:53])[CH:47]=1)[OH:45])(C)C.[CH2:54](Cl)Cl, predict the reaction product. The product is: [C:36]([O:6][C:5](=[O:4])[NH:19][CH2:18][C:17]1[CH:20]=[CH:21][C:14]([NH:13][C:27]([N:26]([CH2:43][CH:44]([C:46]2[CH:51]=[CH:50][C:49]([Cl:52])=[C:48]([Cl:53])[CH:47]=2)[OH:45])[CH:22]([CH3:24])[CH3:25])=[O:29])=[CH:15][CH:16]=1)([CH3:38])([CH3:54])[CH3:37]. (4) Given the reactants Br[C:2]1[N:3]=[C:4]2[C:10]([C:11]([NH:13][C:14]([CH3:17])([CH3:16])[CH3:15])=[O:12])=[CH:9][N:8]([CH2:18][O:19][CH2:20][CH2:21][Si:22]([CH3:25])([CH3:24])[CH3:23])[C:5]2=[N:6][CH:7]=1.C(=O)([O-])[O-].[K+].[K+].[CH3:32][C:33]1[NH:34][C:35]2[C:40]([CH:41]=1)=[CH:39][CH:38]=[CH:37][C:36]=2B1OC(C)(C)C(C)(C)O1.CN1C2C(=CC=CC=2B2OC(C)(C)C(C)(C)O2)C=C1, predict the reaction product. The product is: [C:14]([NH:13][C:11]([C:10]1[C:4]2[C:5](=[N:6][CH:7]=[C:2]([C:36]3[CH:37]=[CH:38][CH:39]=[C:40]4[C:35]=3[NH:34][C:33]([CH3:32])=[CH:41]4)[N:3]=2)[N:8]([CH2:18][O:19][CH2:20][CH2:21][Si:22]([CH3:25])([CH3:24])[CH3:23])[CH:9]=1)=[O:12])([CH3:17])([CH3:16])[CH3:15].